Dataset: Forward reaction prediction with 1.9M reactions from USPTO patents (1976-2016). Task: Predict the product of the given reaction. (1) Given the reactants [OH:1][CH2:2][N:3]1[C:11]2[C:6](=[C:7]([OH:12])[CH:8]=[CH:9][CH:10]=2)[CH:5]=[CH:4]1.[CH3:13][C:14]1[CH:15]=[C:16]([CH:20]=O)[CH:17]=[N:18][CH:19]=1.[C:22](#[N:26])[CH2:23][C:24]#[N:25].N1CCCCC1, predict the reaction product. The product is: [NH2:26][C:22]1[O:12][C:7]2[C:8]([CH:20]([C:16]3[CH:17]=[N:18][CH:19]=[C:14]([CH3:13])[CH:15]=3)[C:23]=1[C:24]#[N:25])=[CH:9][CH:10]=[C:11]1[N:3]([CH2:2][OH:1])[CH:4]=[CH:5][C:6]=21. (2) Given the reactants [Br:1][C:2]1[CH:22]=[CH:21][C:5]([O:6][CH2:7][C:8]2[NH:9][CH:10]=[C:11]([C:13]3[CH:18]=[CH:17][C:16]([Cl:19])=[CH:15][C:14]=3[Cl:20])[N:12]=2)=[CH:4][CH:3]=1.Br[CH2:24][CH3:25], predict the reaction product. The product is: [Br:1][C:2]1[CH:22]=[CH:21][C:5]([O:6][CH2:7][C:8]2[N:9]([CH2:24][CH3:25])[CH:10]=[C:11]([C:13]3[CH:18]=[CH:17][C:16]([Cl:19])=[CH:15][C:14]=3[Cl:20])[N:12]=2)=[CH:4][CH:3]=1. (3) Given the reactants [C:1]([C:4]1[C:22](=[O:23])[C@@:8]2([CH3:24])[C:9]3[C:15]([OH:16])=[CH:14][C:13]([O:17][CH3:18])=[C:12]([C:19]([NH2:21])=[O:20])[C:10]=3[O:11][C:7]2=[CH:6][C:5]=1[OH:25])(=[O:3])[CH3:2].[N:26]1[CH:31]=[CH:30][CH:29]=[C:28]([CH:32]=O)[CH:27]=1.C([SiH](CC)CC)C.FC(F)(F)C(O)=O, predict the reaction product. The product is: [C:1]([C:4]1[C:22](=[O:23])[C@@:8]2([CH3:24])[C:9]3[C:15]([OH:16])=[CH:14][C:13]([O:17][CH3:18])=[C:12]([C:19]([NH:21][CH2:32][C:28]4[CH:27]=[N:26][CH:31]=[CH:30][CH:29]=4)=[O:20])[C:10]=3[O:11][C:7]2=[CH:6][C:5]=1[OH:25])(=[O:3])[CH3:2]. (4) Given the reactants C([N:3]([CH2:6]C)[CH2:4][CH3:5])C.N1[CH:13]=[CH:12][CH:11]=[CH:10][CH:9]=1.C(=O)([O-])[O-].[K+].[K+].ClCCl.C[N:24]([CH:26]=O)C, predict the reaction product. The product is: [CH2:11]1[CH2:12][CH2:13][CH:26]([N:24]=[C:6]=[N:3][CH:4]2[CH2:5][CH2:12][CH2:11][CH2:10][CH2:9]2)[CH2:9][CH2:10]1. (5) Given the reactants [C:1]([O:7][C:8]1[C:13](=[O:14])[N:12]([CH:15]([CH3:17])[CH3:16])[C:11](=[O:18])[N:10]2[CH:19]([CH2:32][CH2:33][O:34]CC3C=CC=CC=3)[CH2:20][N:21]([CH2:24][C:25]3[CH:30]=[CH:29][C:28]([F:31])=[CH:27][CH:26]=3)[C:22](=[O:23])[C:9]=12)(=[O:6])[C:2]([CH3:5])([CH3:4])[CH3:3].[H][H], predict the reaction product. The product is: [C:1]([O:7][C:8]1[C:13](=[O:14])[N:12]([CH:15]([CH3:17])[CH3:16])[C:11](=[O:18])[N:10]2[CH:19]([CH2:32][CH2:33][OH:34])[CH2:20][N:21]([CH2:24][C:25]3[CH:26]=[CH:27][C:28]([F:31])=[CH:29][CH:30]=3)[C:22](=[O:23])[C:9]=12)(=[O:6])[C:2]([CH3:5])([CH3:4])[CH3:3]. (6) Given the reactants [H-].C([Al+]CC(C)C)C(C)C.[CH3:11][CH:12]([C:44](OC)=[O:45])[C@H:13]([NH:24][C:25]1([C:38]2[CH:43]=[CH:42][CH:41]=[CH:40][CH:39]=2)[C:37]2[CH:36]=[CH:35][CH:34]=[CH:33][C:32]=2[C:31]2[C:26]1=[CH:27][CH:28]=[CH:29][CH:30]=2)[C:14]([O:16][CH2:17][C:18]1[CH:23]=[CH:22][CH:21]=[CH:20][CH:19]=1)=[O:15], predict the reaction product. The product is: [OH:45][CH2:44][C@@H:12]([CH3:11])[C@H:13]([NH:24][C:25]1([C:38]2[CH:43]=[CH:42][CH:41]=[CH:40][CH:39]=2)[C:26]2[CH:27]=[CH:28][CH:29]=[CH:30][C:31]=2[C:32]2[C:37]1=[CH:36][CH:35]=[CH:34][CH:33]=2)[C:14]([O:16][CH2:17][C:18]1[CH:19]=[CH:20][CH:21]=[CH:22][CH:23]=1)=[O:15]. (7) Given the reactants I[C:2]1[CH:3]=[N:4][C:5]2[C:10]([CH:11]=1)=[CH:9][CH:8]=[CH:7][CH:6]=2.[F:12][C:13]([F:22])([F:21])[C:14]1[CH:19]=[CH:18][CH:17]=[CH:16][C:15]=1[SH:20].C(O)CO.C([O-])([O-])=O.[K+].[K+], predict the reaction product. The product is: [F:22][C:13]([F:12])([F:21])[C:14]1[CH:19]=[CH:18][CH:17]=[CH:16][C:15]=1[S:20][C:2]1[CH:3]=[N:4][C:5]2[C:10]([CH:11]=1)=[CH:9][CH:8]=[CH:7][CH:6]=2. (8) Given the reactants [Cl:1][C:2]1[C:3]2[CH:24]=[CH:23][C:22](C)=[CH:21][C:4]=2[S:5][C:6]=1[C:7]([NH:9][C@H:10]([CH2:14][C:15]1[CH:20]=[CH:19][CH:18]=[CH:17][CH:16]=1)[C:11]([OH:13])=[O:12])=[O:8].ClC1C2C=CC([F:39])=CC=2SC=1C(O)=O, predict the reaction product. The product is: [Cl:1][C:2]1[C:3]2[CH:24]=[CH:23][C:22]([F:39])=[CH:21][C:4]=2[S:5][C:6]=1[C:7]([NH:9][C@H:10]([CH2:14][C:15]1[CH:20]=[CH:19][CH:18]=[CH:17][CH:16]=1)[C:11]([OH:13])=[O:12])=[O:8]. (9) Given the reactants [Br-].[CH2:2]([O:9][C:10]1[CH:11]=[C:12]([CH:29]=[CH:30][C:31]=1[N+:32]([O-:34])=[O:33])[CH2:13][CH:14]1[C:23]2[C:18](=[CH:19][CH:20]=[CH:21][CH:22]=2)[CH2:17][CH2:16][C:15]1=[N+]1CCCC1)[C:3]1[CH:8]=[CH:7][CH:6]=[CH:5][CH:4]=1.O.C(Cl)(Cl)Cl.CC(O)=[O:42], predict the reaction product. The product is: [CH2:2]([O:9][C:10]1[CH:11]=[C:12]([CH:29]=[CH:30][C:31]=1[N+:32]([O-:34])=[O:33])[CH2:13][CH:14]1[C:19]2[C:18](=[CH:23][CH:22]=[CH:21][CH:20]=2)[CH2:17][CH2:16][C:15]1=[O:42])[C:3]1[CH:4]=[CH:5][CH:6]=[CH:7][CH:8]=1.